From a dataset of HIV replication inhibition screening data with 41,000+ compounds from the AIDS Antiviral Screen. Binary Classification. Given a drug SMILES string, predict its activity (active/inactive) in a high-throughput screening assay against a specified biological target. (1) The compound is CCC(C)N1CN(c2ccccc2)C2(CCN(CCCSc3ccc(F)cc3)CC2)C1=O.Cl. The result is 0 (inactive). (2) The compound is COc1ccc(NC(=O)CCc2cc(C(C)(C)C)[nH]n2)cc1. The result is 0 (inactive). (3) The compound is Clc1ccccc1C(n1ncc2ccccc21)n1ncc2ccccc21. The result is 0 (inactive).